This data is from NCI-60 drug combinations with 297,098 pairs across 59 cell lines. The task is: Regression. Given two drug SMILES strings and cell line genomic features, predict the synergy score measuring deviation from expected non-interaction effect. (1) Drug 1: CC1=C2C(C(=O)C3(C(CC4C(C3C(C(C2(C)C)(CC1OC(=O)C(C(C5=CC=CC=C5)NC(=O)C6=CC=CC=C6)O)O)OC(=O)C7=CC=CC=C7)(CO4)OC(=O)C)O)C)OC(=O)C. Drug 2: CS(=O)(=O)OCCCCOS(=O)(=O)C. Cell line: UO-31. Synergy scores: CSS=2.24, Synergy_ZIP=-0.823, Synergy_Bliss=-0.588, Synergy_Loewe=-0.865, Synergy_HSA=-0.535. (2) Drug 1: CC12CCC(CC1=CCC3C2CCC4(C3CC=C4C5=CN=CC=C5)C)O. Drug 2: CCC1(C2=C(COC1=O)C(=O)N3CC4=CC5=C(C=CC(=C5CN(C)C)O)N=C4C3=C2)O.Cl. Cell line: HCT116. Synergy scores: CSS=32.5, Synergy_ZIP=-1.97, Synergy_Bliss=-0.965, Synergy_Loewe=-13.5, Synergy_HSA=0.204. (3) Drug 1: CS(=O)(=O)CCNCC1=CC=C(O1)C2=CC3=C(C=C2)N=CN=C3NC4=CC(=C(C=C4)OCC5=CC(=CC=C5)F)Cl. Drug 2: CCN(CC)CCCC(C)NC1=C2C=C(C=CC2=NC3=C1C=CC(=C3)Cl)OC. Cell line: RPMI-8226. Synergy scores: CSS=21.7, Synergy_ZIP=-3.84, Synergy_Bliss=4.54, Synergy_Loewe=7.62, Synergy_HSA=6.34. (4) Drug 1: C1=NC(=NC(=O)N1C2C(C(C(O2)CO)O)O)N. Drug 2: CC(C)NC(=O)C1=CC=C(C=C1)CNNC.Cl. Cell line: MCF7. Synergy scores: CSS=9.59, Synergy_ZIP=-2.32, Synergy_Bliss=-1.65, Synergy_Loewe=-7.80, Synergy_HSA=-1.11. (5) Drug 1: CC1C(C(=O)NC(C(=O)N2CCCC2C(=O)N(CC(=O)N(C(C(=O)O1)C(C)C)C)C)C(C)C)NC(=O)C3=C4C(=C(C=C3)C)OC5=C(C(=O)C(=C(C5=N4)C(=O)NC6C(OC(=O)C(N(C(=O)CN(C(=O)C7CCCN7C(=O)C(NC6=O)C(C)C)C)C)C(C)C)C)N)C. Drug 2: CCC1(CC2CC(C3=C(CCN(C2)C1)C4=CC=CC=C4N3)(C5=C(C=C6C(=C5)C78CCN9C7C(C=CC9)(C(C(C8N6C=O)(C(=O)OC)O)OC(=O)C)CC)OC)C(=O)OC)O.OS(=O)(=O)O. Cell line: LOX IMVI. Synergy scores: CSS=18.4, Synergy_ZIP=-8.21, Synergy_Bliss=-3.94, Synergy_Loewe=-7.02, Synergy_HSA=-5.25. (6) Drug 1: CCC1=CC2CC(C3=C(CN(C2)C1)C4=CC=CC=C4N3)(C5=C(C=C6C(=C5)C78CCN9C7C(C=CC9)(C(C(C8N6C)(C(=O)OC)O)OC(=O)C)CC)OC)C(=O)OC.C(C(C(=O)O)O)(C(=O)O)O. Drug 2: C1CN(P(=O)(OC1)NCCCl)CCCl. Cell line: HCT-15. Synergy scores: CSS=11.5, Synergy_ZIP=-3.92, Synergy_Bliss=0.598, Synergy_Loewe=-55.6, Synergy_HSA=0.337. (7) Synergy scores: CSS=76.3, Synergy_ZIP=-0.102, Synergy_Bliss=0.0195, Synergy_Loewe=-2.68, Synergy_HSA=2.55. Drug 2: N.N.Cl[Pt+2]Cl. Cell line: CCRF-CEM. Drug 1: C1C(C(OC1N2C=NC3=C(N=C(N=C32)Cl)N)CO)O.